From a dataset of Serine/threonine kinase 33 screen with 319,792 compounds. Binary Classification. Given a drug SMILES string, predict its activity (active/inactive) in a high-throughput screening assay against a specified biological target. (1) The molecule is o1c2c(C(N(CCCN3CCOCC3)C2=O)c2ccc(cc2)C)c(=O)c2c1cc(c(c2)C)C. The result is 0 (inactive). (2) The drug is s1c2c(c3CN(CN(c13)C(=O)C)Cc1ncccc1)CCCC2. The result is 0 (inactive). (3) The compound is O1C(CC(NC(=O)c2noc(c2)COc2c(ccc(c2)C)C)CC1)(C)C. The result is 0 (inactive). (4) The drug is S(=O)(=O)(NCc1ccc(OC)cc1)c1c(C(=O)N2CCCCC2)c(n(c1C)C)C. The result is 0 (inactive). (5) The compound is Clc1cc(NC(=O)CSCc2c(onc2C)C)c(N2CCOCC2)cc1. The result is 0 (inactive). (6) The molecule is S(=O)(=O)(NC1=NCCCCC1)c1ccc(NC(=O)c2ccc(OCCC)cc2)cc1. The result is 0 (inactive). (7) The molecule is Brc1cc(F)c(NC(=O)c2ccc(NC(=O)C(C)C)cc2)cc1. The result is 0 (inactive). (8) The drug is O1N(C(=O)CC2N(CCNC2=O)Cc2c(OC)c(OC)ccc2)CCCC1. The result is 0 (inactive). (9) The compound is O=C1N(c2c(/C1=N\NC(=O)CNC(=O)COc1cc(ccc1)C)cccc2)CC(OC)=O. The result is 0 (inactive).